From a dataset of Catalyst prediction with 721,799 reactions and 888 catalyst types from USPTO. Predict which catalyst facilitates the given reaction. (1) Reactant: COC1C=C(OC)C=CC=1C[N:6]1[CH2:14][C:13]2[C:12]([F:15])=[C:11]([NH:16][C@H:17]([CH2:21][CH:22]([CH3:24])[CH3:23])[C:18]([NH2:20])=[O:19])[N:10]=[C:9]([C:25]3[CH:26]=[N:27][N:28]([CH3:30])[CH:29]=3)[C:8]=2[C:7]1=[O:31]. Product: [F:15][C:12]1[C:13]2[CH2:14][NH:6][C:7](=[O:31])[C:8]=2[C:9]([C:25]2[CH:26]=[N:27][N:28]([CH3:30])[CH:29]=2)=[N:10][C:11]=1[NH:16][C@H:17]([CH2:21][CH:22]([CH3:24])[CH3:23])[C:18]([NH2:20])=[O:19]. The catalyst class is: 67. (2) Reactant: [NH:1]1[C:8](=[O:9])[CH2:7][C:5](=[O:6])[NH:4][C:2]1=[S:3].[C:10]1([NH:16][CH:17]=NC2C=CC=CC=2)[CH:15]=[CH:14][CH:13]=[CH:12][CH:11]=1. Product: [NH:16]([CH:17]=[C:7]1[C:5](=[O:6])[NH:4][C:2](=[S:3])[NH:1][C:8]1=[O:9])[C:10]1[CH:15]=[CH:14][CH:13]=[CH:12][CH:11]=1. The catalyst class is: 8. (3) Reactant: F[C:2]1[CH:7]=[CH:6][N:5]=[C:4]([CH3:8])[CH:3]=1.[I:9][C:10]1[CH:14]=[CH:13][NH:12][N:11]=1.[H-].[Na+]. Product: [I:9][C:10]1[CH:14]=[CH:13][N:12]([C:2]2[CH:7]=[CH:6][N:5]=[C:4]([CH3:8])[CH:3]=2)[N:11]=1. The catalyst class is: 16. (4) Reactant: [C:1](=[O:19])([O:5][C:6]1[CH:11]=[CH:10][C:9]([O:12][CH3:13])=[C:8]([NH:14][S:15]([CH3:18])(=[O:17])=[O:16])[CH:7]=1)[O:2][CH2:3][CH3:4].[H-].[Na+].Cl.Cl[CH2:24][CH2:25][N:26]1[CH2:31][CH2:30][O:29][CH2:28][CH2:27]1. Product: [C:1](=[O:19])([O:5][C:6]1[CH:11]=[CH:10][C:9]([O:12][CH3:13])=[C:8]([N:14]([CH2:24][CH2:25][N:26]2[CH2:31][CH2:30][O:29][CH2:28][CH2:27]2)[S:15]([CH3:18])(=[O:16])=[O:17])[CH:7]=1)[O:2][CH2:3][CH3:4]. The catalyst class is: 85. (5) Reactant: C(OC(=O)[NH:7][C:8]1[CH:13]=[C:12]([N:14]([CH3:16])[CH3:15])[C:11]([C:17]([F:20])([F:19])[F:18])=[CH:10][C:9]=1[NH:21][C:22](=[O:40])[CH2:23][C:24]([C:26]1[CH:31]=[CH:30][CH:29]=[C:28]([C:32]2[N:33]=[N:34][C:35]([O:38][CH3:39])=[CH:36][CH:37]=2)[CH:27]=1)=O)(C)(C)C.C(O)(C(F)(F)F)=O. Product: [CH3:16][N:14]([CH3:15])[C:12]1[C:11]([C:17]([F:18])([F:19])[F:20])=[CH:10][C:9]2[NH:21][C:22](=[O:40])[CH2:23][C:24]([C:26]3[CH:31]=[CH:30][CH:29]=[C:28]([C:32]4[N:33]=[N:34][C:35]([O:38][CH3:39])=[CH:36][CH:37]=4)[CH:27]=3)=[N:7][C:8]=2[CH:13]=1. The catalyst class is: 2. (6) Reactant: [CH:1]1([C@@H:5]([NH2:7])[CH3:6])[CH2:4][CH2:3][CH2:2]1.[CH:8](=O)[C:9]1[CH:14]=[CH:13][CH:12]=[CH:11][CH:10]=1.[BH-](OC(C)=O)(OC(C)=O)OC(C)=O.[Na+]. Product: [CH2:8]([NH:7][C@H:5]([CH:1]1[CH2:4][CH2:3][CH2:2]1)[CH3:6])[C:9]1[CH:14]=[CH:13][CH:12]=[CH:11][CH:10]=1. The catalyst class is: 5. (7) Reactant: [F:1][C:2]1[CH:3]=[C:4]([CH:56]=[CH:57][C:58]=1[F:59])[C:5]([N:7]=[C:8]([NH:50][C@@H:51]([CH3:55])[CH2:52][O:53][CH3:54])[NH:9][C:10]1[C:18]2[C:13](=[CH:14][C:15]([C:19]([F:22])([F:21])[F:20])=[CH:16][CH:17]=2)[N:12]([C:23]([O:25][CH2:26][O:27][C:28](=[O:49])[C:29]2[CH:34]=[CH:33][C:32]([CH2:35][O:36][P:37]([O:44]C(C)(C)C)([O:39]C(C)(C)C)=[O:38])=[CH:31][CH:30]=2)=[O:24])[N:11]=1)=[O:6].FC(F)(F)C(O)=O. Product: [F:1][C:2]1[CH:3]=[C:4]([CH:56]=[CH:57][C:58]=1[F:59])[C:5]([N:7]=[C:8]([NH:50][C@@H:51]([CH3:55])[CH2:52][O:53][CH3:54])[NH:9][C:10]1[C:18]2[C:13](=[CH:14][C:15]([C:19]([F:20])([F:22])[F:21])=[CH:16][CH:17]=2)[N:12]([C:23]([O:25][CH2:26][O:27][C:28](=[O:49])[C:29]2[CH:30]=[CH:31][C:32]([CH2:35][O:36][P:37]([OH:44])([OH:39])=[O:38])=[CH:33][CH:34]=2)=[O:24])[N:11]=1)=[O:6]. The catalyst class is: 2. (8) Reactant: [CH:1]1([N:4]2[C:12]3[C:7](=[N:8][CH:9]=[CH:10][N:11]=3)[N:6]([C@H:13]3[CH2:16][C@H:15]([NH:17][C:18]4[S:19][C:20]([C:23](O)=[O:24])=[CH:21][N:22]=4)[CH2:14]3)[C:5]2=[O:26])[CH2:3][CH2:2]1.F[P-](F)(F)(F)(F)F.[N:34]1(O[P+](N2CCCC2)(N2CCCC2)N2CCCC2)[C:38]2C=C[CH:41]=[CH:42][C:37]=2[N:36]=N1.C(N(C(C)C)CC)(C)C.Cl.NC1(C#N)CC1. Product: [C:38]([C:37]1([NH:36][C:23]([C:20]2[S:19][C:18]([NH:17][C@H:15]3[CH2:16][C@H:13]([N:6]4[C:7]5=[N:8][CH:9]=[CH:10][N:11]=[C:12]5[N:4]([CH:1]5[CH2:2][CH2:3]5)[C:5]4=[O:26])[CH2:14]3)=[N:22][CH:21]=2)=[O:24])[CH2:41][CH2:42]1)#[N:34]. The catalyst class is: 2. (9) Reactant: Br[C:2]1[CH:7]=[CH:6][C:5]([S:8]([NH:11][C:12]2[CH:17]=[C:16]([N:18]3[CH2:23][C@H:22]([CH3:24])[NH:21][C@H:20]([CH3:25])[CH2:19]3)[CH:15]=[CH:14][C:13]=2[O:26][CH3:27])(=[O:10])=[O:9])=[CH:4][CH:3]=1.[CH3:28][C:29]1[CH:30]=[C:31](B(O)O)[S:32][CH:33]=1.CC(C)([O-])C.[K+]. Product: [CH3:25][C@H:20]1[NH:21][C@@H:22]([CH3:24])[CH2:23][N:18]([C:16]2[CH:15]=[CH:14][C:13]([O:26][CH3:27])=[C:12]([NH:11][S:8]([C:5]3[CH:6]=[CH:7][C:2]([C:31]4[S:32][CH:33]=[C:29]([CH3:28])[CH:30]=4)=[CH:3][CH:4]=3)(=[O:10])=[O:9])[CH:17]=2)[CH2:19]1. The catalyst class is: 108.